This data is from NCI-60 drug combinations with 297,098 pairs across 59 cell lines. The task is: Regression. Given two drug SMILES strings and cell line genomic features, predict the synergy score measuring deviation from expected non-interaction effect. (1) Drug 1: CC1=C(C=C(C=C1)NC(=O)C2=CC=C(C=C2)CN3CCN(CC3)C)NC4=NC=CC(=N4)C5=CN=CC=C5. Drug 2: C1CCC(C(C1)N)N.C(=O)(C(=O)[O-])[O-].[Pt+4]. Cell line: SW-620. Synergy scores: CSS=22.1, Synergy_ZIP=3.88, Synergy_Bliss=0.249, Synergy_Loewe=-22.0, Synergy_HSA=-6.11. (2) Drug 1: C1=CC(=CC=C1C#N)C(C2=CC=C(C=C2)C#N)N3C=NC=N3. Drug 2: CC1=C(C(=CC=C1)Cl)NC(=O)C2=CN=C(S2)NC3=CC(=NC(=N3)C)N4CCN(CC4)CCO. Cell line: SN12C. Synergy scores: CSS=-7.05, Synergy_ZIP=3.69, Synergy_Bliss=0.0493, Synergy_Loewe=-15.5, Synergy_HSA=-15.2. (3) Drug 1: CC12CCC3C(C1CCC2=O)CC(=C)C4=CC(=O)C=CC34C. Drug 2: CN(C)N=NC1=C(NC=N1)C(=O)N. Cell line: NCI-H226. Synergy scores: CSS=25.3, Synergy_ZIP=2.48, Synergy_Bliss=3.33, Synergy_Loewe=-20.9, Synergy_HSA=1.69. (4) Drug 1: C1=NC2=C(N=C(N=C2N1C3C(C(C(O3)CO)O)O)F)N. Drug 2: CC1=C(C(=CC=C1)Cl)NC(=O)C2=CN=C(S2)NC3=CC(=NC(=N3)C)N4CCN(CC4)CCO. Cell line: HCC-2998. Synergy scores: CSS=10.8, Synergy_ZIP=0.266, Synergy_Bliss=0.553, Synergy_Loewe=-4.61, Synergy_HSA=-0.716. (5) Drug 2: CS(=O)(=O)OCCCCOS(=O)(=O)C. Cell line: TK-10. Drug 1: CC1=C2C(C(=O)C3(C(CC4C(C3C(C(C2(C)C)(CC1OC(=O)C(C(C5=CC=CC=C5)NC(=O)OC(C)(C)C)O)O)OC(=O)C6=CC=CC=C6)(CO4)OC(=O)C)OC)C)OC. Synergy scores: CSS=30.5, Synergy_ZIP=-1.28, Synergy_Bliss=-3.96, Synergy_Loewe=-22.4, Synergy_HSA=-4.09.